Dataset: Forward reaction prediction with 1.9M reactions from USPTO patents (1976-2016). Task: Predict the product of the given reaction. The product is: [Cl:1][C:2]1[CH:7]=[C:6]([OH:8])[CH:5]=[C:4]([OH:10])[CH:3]=1. Given the reactants [Cl:1][C:2]1[CH:3]=[C:4]([O:10]C)[CH:5]=[C:6]([O:8]C)[CH:7]=1.B(Br)(Br)Br, predict the reaction product.